Dataset: Reaction yield outcomes from USPTO patents with 853,638 reactions. Task: Predict the reaction yield, written as a fraction of the theoretical maximum amount of product (1.0 means a 100% yield; for example, 0.34 means a 34% yield). (1) The reactants are [Si:1]([O:8][C:9]1[CH:10]=[C:11]2[C:15](=[CH:16][CH:17]=1)[N:14]([CH:18]1[CH2:23][CH2:22][CH2:21][CH2:20][O:19]1)[N:13]=[C:12]2[C:24](OC)=[O:25])([C:4]([CH3:7])([CH3:6])[CH3:5])([CH3:3])[CH3:2]. The catalyst is C1COCC1. The product is [Si:1]([O:8][C:9]1[CH:10]=[C:11]2[C:15](=[CH:16][CH:17]=1)[N:14]([CH:18]1[CH2:23][CH2:22][CH2:21][CH2:20][O:19]1)[N:13]=[C:12]2[CH2:24][OH:25])([C:4]([CH3:7])([CH3:6])[CH3:5])([CH3:3])[CH3:2]. The yield is 0.810. (2) The reactants are O=[C:2]([CH3:9])[CH2:3][C:4]([O:6][CH2:7][CH3:8])=[O:5].[C:10](O)(=O)[CH3:11].[N:14]([O-])=O.[Na+].COC(OC)CC(=O)C. The catalyst is [Zn].CCCCCCC. The product is [CH2:7]([O:6][C:4]([C:3]1[NH:14][C:10]([CH3:11])=[CH:9][CH:2]=1)=[O:5])[CH3:8]. The yield is 0.136. (3) The catalyst is [Ni].C(O)C. The product is [NH2:8][C:6]1[C:5]([F:11])=[CH:4][N:3]=[C:2]([Cl:1])[CH:7]=1. The yield is 0.910. The reactants are [Cl:1][C:2]1[CH:7]=[C:6]([N+:8]([O-])=O)[C:5]([F:11])=[CH:4][N+:3]=1[O-].C(Cl)Cl.CCOC(C)=O.